The task is: Predict which catalyst facilitates the given reaction.. This data is from Catalyst prediction with 721,799 reactions and 888 catalyst types from USPTO. (1) Reactant: [OH:1][CH2:2][C@H:3]1[N:7]([CH3:8])[C:6](=[O:9])[CH2:5][CH2:4]1.CC(C)([O-])C.[Na+].[C:16]([C:20]1[S:24]/[C:23](=[N:25]\[C:26](=[O:38])[C:27]2[CH:32]=[C:31]([C:33]([F:36])([F:35])[F:34])[CH:30]=[CH:29][C:28]=2F)/[N:22]([CH2:39][C@H:40]2[CH2:44][CH2:43][CH2:42][O:41]2)[CH:21]=1)([CH3:19])([CH3:18])[CH3:17]. Product: [C:16]([C:20]1[S:24]/[C:23](=[N:25]\[C:26](=[O:38])[C:27]2[CH:32]=[C:31]([C:33]([F:35])([F:34])[F:36])[CH:30]=[CH:29][C:28]=2[O:1][CH2:2][C@@H:3]2[CH2:4][CH2:5][C:6](=[O:9])[N:7]2[CH3:8])/[N:22]([CH2:39][C@H:40]2[CH2:44][CH2:43][CH2:42][O:41]2)[CH:21]=1)([CH3:19])([CH3:17])[CH3:18]. The catalyst class is: 1. (2) Product: [Cl:1][C:2]1[CH:10]=[C:9]2[C:5]([C:6]3([C@@H:15]([C:16]4[CH:21]=[CH:20][N:19]=[C:18]([Cl:22])[C:17]=4[F:23])[C@H:14]([C:24]([OH:26])=[O:25])[NH:13][C:12]43[CH2:33][CH2:32][C:31]([CH3:35])([CH3:34])[CH2:30][CH2:29]4)[C:7](=[O:11])[NH:8]2)=[CH:4][CH:3]=1. Reactant: [Cl:1][C:2]1[CH:10]=[C:9]2[C:5]([C@@:6]3([C@@H:15]([C:16]4[CH:21]=[CH:20][N:19]=[C:18]([Cl:22])[C:17]=4[F:23])[C@H:14]([C:24]([O:26]CC)=[O:25])[NH:13][C:12]43[CH2:33][CH2:32][C:31]([CH3:35])([CH3:34])[CH2:30][CH2:29]4)[C:7](=[O:11])[NH:8]2)=[CH:4][CH:3]=1.[OH-].[Na+].Cl.O. The catalyst class is: 111. (3) Reactant: [CH3:1][O:2]/[C:3](=[CH:7]\[C:8]1[C:13]2[S:14][CH:15]=[CH:16][C:12]=2[C:11]([O:17][CH2:18][CH2:19][C:20]2[N:21]=[C:22]([C:26]3[CH:31]=[CH:30][CH:29]=[CH:28][CH:27]=3)[O:23][C:24]=2[CH3:25])=[CH:10][CH:9]=1)/[C:4]([OH:6])=[O:5].[H][H]. Product: [CH3:1][O:2][C@@H:3]([CH2:7][C:8]1[C:13]2[S:14][CH:15]=[CH:16][C:12]=2[C:11]([O:17][CH2:18][CH2:19][C:20]2[N:21]=[C:22]([C:26]3[CH:31]=[CH:30][CH:29]=[CH:28][CH:27]=3)[O:23][C:24]=2[CH3:25])=[CH:10][CH:9]=1)[C:4]([OH:6])=[O:5]. The catalyst class is: 138. (4) Reactant: Cl[C:2]1[N:7]=[N:6][C:5]([C:8]#[N:9])=[CH:4][CH:3]=1.[F:10][C:11]([F:27])([F:26])[C:12]1[CH:13]=[C:14]([CH:23]=[CH:24][CH:25]=1)[CH2:15][N:16]1[CH2:21][CH2:20][CH:19]([NH2:22])[CH2:18][CH2:17]1.C(N(C(C)C)CC)(C)C.ClCCl. Product: [F:26][C:11]([F:10])([F:27])[C:12]1[CH:13]=[C:14]([CH:23]=[CH:24][CH:25]=1)[CH2:15][N:16]1[CH2:17][CH2:18][CH:19]([NH:22][C:2]2[N:7]=[N:6][C:5]([C:8]#[N:9])=[CH:4][CH:3]=2)[CH2:20][CH2:21]1. The catalyst class is: 47. (5) Reactant: [C:1]([C:4]1[CH:9]=[CH:8][CH:7]=[CH:6][CH:5]=1)(=[O:3])[CH3:2].[C:10](OCC)(=[O:16])[C:11]([O:13]CC)=[O:12].[H-].[Na+]. Product: [C:4]1([C:1](=[O:3])[CH:2]=[C:10]([OH:16])[C:11]([OH:13])=[O:12])[CH:9]=[CH:8][CH:7]=[CH:6][CH:5]=1. The catalyst class is: 11.